From a dataset of Peptide-MHC class I binding affinity with 185,985 pairs from IEDB/IMGT. Regression. Given a peptide amino acid sequence and an MHC pseudo amino acid sequence, predict their binding affinity value. This is MHC class I binding data. (1) The peptide sequence is QENPYRTWAY. The MHC is HLA-B44:03 with pseudo-sequence HLA-B44:03. The binding affinity (normalized) is 0.798. (2) The peptide sequence is AVRHFPRPW. The MHC is HLA-B58:01 with pseudo-sequence HLA-B58:01. The binding affinity (normalized) is 0.220. (3) The peptide sequence is AAFEFINSL. The MHC is H-2-Kb with pseudo-sequence H-2-Kb. The binding affinity (normalized) is 0.988. (4) The peptide sequence is RQGLERALL. The MHC is HLA-A30:02 with pseudo-sequence HLA-A30:02. The binding affinity (normalized) is 0.